This data is from Peptide-MHC class II binding affinity with 134,281 pairs from IEDB. The task is: Regression. Given a peptide amino acid sequence and an MHC pseudo amino acid sequence, predict their binding affinity value. This is MHC class II binding data. (1) The peptide sequence is INLIIHYVHRAGALG. The MHC is DRB3_0101 with pseudo-sequence DRB3_0101. The binding affinity (normalized) is 0.473. (2) The peptide sequence is AFKVAATAANAASAN. The MHC is HLA-DPA10201-DPB11401 with pseudo-sequence HLA-DPA10201-DPB11401. The binding affinity (normalized) is 0.784. (3) The peptide sequence is VLEWRFDSRLAFHHV. The MHC is HLA-DQA10401-DQB10402 with pseudo-sequence HLA-DQA10401-DQB10402. The binding affinity (normalized) is 0.144. (4) The peptide sequence is KISGEWYSIFLASDVK. The MHC is DRB1_0301 with pseudo-sequence DRB1_0301. The binding affinity (normalized) is 0.204.